Task: Predict the reactants needed to synthesize the given product.. Dataset: Full USPTO retrosynthesis dataset with 1.9M reactions from patents (1976-2016) (1) Given the product [C:1]([O:5][C:6]([N:8]1[CH2:13][CH:12]=[C:11]([C:14]2[NH:23][C:17]3[N:18]=[CH:19][N:20]=[C:21]([NH:24][C:25]4[CH:26]=[N:27][N:28]([CH2:30][CH2:31][C:32]5[CH:37]=[CH:36][CH:35]=[CH:34][CH:33]=5)[CH:29]=4)[C:16]=3[CH:15]=2)[CH2:10][CH2:9]1)=[O:7])([CH3:4])([CH3:3])[CH3:2], predict the reactants needed to synthesize it. The reactants are: [C:1]([O:5][C:6]([N:8]1[CH2:13][CH:12]=[C:11]([C:14]2[NH:23][C:17]3[N:18]=[CH:19][N:20]=[C:21](Cl)[C:16]=3[CH:15]=2)[CH2:10][CH2:9]1)=[O:7])([CH3:4])([CH3:3])[CH3:2].[NH2:24][C:25]1[CH:26]=[N:27][N:28]([CH2:30][CH2:31][C:32]2[CH:37]=[CH:36][CH:35]=[CH:34][CH:33]=2)[CH:29]=1. (2) Given the product [CH2:14]([O:13][C:11]([NH:1][CH:2]([CH3:7])[CH2:3][C:4]([OH:6])=[O:5])=[O:12])[C:15]1[CH:20]=[CH:19][CH:18]=[CH:17][CH:16]=1, predict the reactants needed to synthesize it. The reactants are: [NH2:1][CH:2]([CH3:7])[CH2:3][C:4]([OH:6])=[O:5].[OH-].[K+].Cl[C:11]([O:13][CH2:14][C:15]1[CH:20]=[CH:19][CH:18]=[CH:17][CH:16]=1)=[O:12]. (3) Given the product [Br:12][C:10]1[C:2]([CH3:1])=[C:3]2[C:7](=[CH:8][CH:9]=1)[NH:6][C:5](=[O:11])[CH2:4]2, predict the reactants needed to synthesize it. The reactants are: [CH3:1][C:2]1[CH:10]=[CH:9][CH:8]=[C:7]2[C:3]=1[CH2:4][C:5](=[O:11])[NH:6]2.[Br:12]N1C(=O)CCC1=O.C(OCC)(=O)C.CCCCCC. (4) Given the product [Br:12][CH:7]1[C:8]2[C:4](=[CH:3][C:2]([Br:1])=[CH:10][CH:9]=2)[CH2:5][CH2:6]1, predict the reactants needed to synthesize it. The reactants are: [Br:1][C:2]1[CH:3]=[C:4]2[C:8](=[CH:9][CH:10]=1)[CH:7](O)[CH2:6][CH2:5]2.[Br:12][Si](C)(C)C. (5) Given the product [F:17][C:12]1[CH:13]=[CH:14][CH:15]=[CH:16][C:11]=1[N:10]1[C:6]([O:5][CH2:4][CH:3]([OH:33])[C:2]([CH3:35])([CH3:34])[CH3:1])=[CH:7][C:8]([C:18]([NH:20][C@H:21]([C:26]2[CH:31]=[CH:30][CH:29]=[CH:28][C:27]=2[CH3:32])[CH2:22][C:23]([OH:25])=[O:24])=[O:19])=[N:9]1, predict the reactants needed to synthesize it. The reactants are: [CH3:1][C:2]([CH3:35])([CH3:34])[C:3](=[O:33])[CH2:4][O:5][C:6]1[N:10]([C:11]2[CH:16]=[CH:15][CH:14]=[CH:13][C:12]=2[F:17])[N:9]=[C:8]([C:18]([NH:20][C@H:21]([C:26]2[CH:31]=[CH:30][CH:29]=[CH:28][C:27]=2[CH3:32])[CH2:22][C:23]([OH:25])=[O:24])=[O:19])[CH:7]=1.[BH4-].[Na+].